Dataset: Full USPTO retrosynthesis dataset with 1.9M reactions from patents (1976-2016). Task: Predict the reactants needed to synthesize the given product. (1) Given the product [O:20]=[C:17]1[N:10]([CH:11]2[CH2:16][CH2:15][O:14][CH2:13][CH2:12]2)[CH2:9][CH2:8][N:7]([C:6]([O:5][C:1]([CH3:4])([CH3:3])[CH3:2])=[O:21])[CH2:18]1, predict the reactants needed to synthesize it. The reactants are: [C:1]([O:5][C:6](=[O:21])[NH:7][CH2:8][CH2:9][N:10]([C:17](=[O:20])[CH2:18]Cl)[CH:11]1[CH2:16][CH2:15][O:14][CH2:13][CH2:12]1)([CH3:4])([CH3:3])[CH3:2].[H-].[Na+].[Cl-].[NH4+]. (2) Given the product [CH2:1]([O:3][C:4](=[O:19])[CH:5]=[C:6]([O:8][C:9]1[CH:14]=[CH:13][CH:12]=[C:11]([C:15]([F:16])([F:18])[F:17])[CH:10]=1)[CH2:7][Br:20])[CH3:2], predict the reactants needed to synthesize it. The reactants are: [CH2:1]([O:3][C:4](=[O:19])[CH:5]=[C:6]([O:8][C:9]1[CH:14]=[CH:13][CH:12]=[C:11]([C:15]([F:18])([F:17])[F:16])[CH:10]=1)[CH3:7])[CH3:2].[Br:20]N1C(=O)CCC1=O.C(OOC(=O)C1C=CC=CC=1)(=O)C1C=CC=CC=1. (3) Given the product [I:8][C:4]1[CH:3]=[C:2]([CH:7]=[CH:6][CH:5]=1)[CH2:11][C@@H:12]1[CH2:16][CH2:15][CH2:14][NH:13]1, predict the reactants needed to synthesize it. The reactants are: I[C:2]1[CH:7]=[CH:6][CH:5]=[C:4]([I:8])[CH:3]=1.S1(=O)(=O)[N:13]2[CH2:14][CH2:15][CH2:16][C@H:12]2[CH2:11]O1. (4) Given the product [CH3:1][C:2]1[N:3]=[C:4]([NH:7][C:8]2[CH:13]=[CH:12][CH:11]=[C:10]([O:14][CH2:22][CH:23]=[C:24]([CH3:26])[CH3:25])[CH:9]=2)[S:5][CH:6]=1, predict the reactants needed to synthesize it. The reactants are: [CH3:1][C:2]1[N:3]=[C:4]([NH:7][C:8]2[CH:9]=[C:10]([OH:14])[CH:11]=[CH:12][CH:13]=2)[S:5][CH:6]=1.C([O-])([O-])=O.[K+].[K+].Br[CH2:22][CH:23]=[C:24]([CH3:26])[CH3:25]. (5) Given the product [NH2:1][C@H:2]([C:8]([O-:10])=[O:9])[CH2:3][CH2:4][CH2:5][CH2:6][NH2:7].[CH2:38]([P+:17]([CH2:11][CH2:12][CH2:13][CH2:14][CH2:15][CH3:16])([CH2:32][CH2:33][CH2:34][CH2:35][CH2:36][CH3:37])[CH2:18][CH2:19][CH2:20][CH2:21][CH2:22][CH2:23][CH2:24][CH2:25][CH2:26][CH2:27][CH2:28][CH2:29][CH2:30][CH3:31])[CH2:39][CH2:40][CH2:41][CH2:42][CH3:43], predict the reactants needed to synthesize it. The reactants are: [NH2:1][C@H:2]([C:8]([O-:10])=[O:9])[CH2:3][CH2:4][CH2:5][CH2:6][NH2:7].[CH2:11]([P+:17]([CH2:38][CH2:39][CH2:40][CH2:41][CH2:42][CH3:43])([CH2:32][CH2:33][CH2:34][CH2:35][CH2:36][CH3:37])[CH2:18][CH2:19][CH2:20][CH2:21][CH2:22][CH2:23][CH2:24][CH2:25][CH2:26][CH2:27][CH2:28][CH2:29][CH2:30][CH3:31])[CH2:12][CH2:13][CH2:14][CH2:15][CH3:16].